From a dataset of Full USPTO retrosynthesis dataset with 1.9M reactions from patents (1976-2016). Predict the reactants needed to synthesize the given product. (1) Given the product [NH2:7][C@H:8]([CH2:24][O:25][Si:26]([C:27]([CH3:28])([CH3:30])[CH3:29])([C:46]1[CH:45]=[CH:10][CH:9]=[CH:8][CH:24]=1)[C:16]1[CH:21]=[CH:20][CH:19]=[CH:18][CH:17]=1)[CH2:9][CH2:10][N:11]1[CH2:14][CH:13]([C:15]([C:16]2[CH:17]=[CH:18][C:19]([F:22])=[CH:20][CH:21]=2)=[O:23])[CH2:12]1, predict the reactants needed to synthesize it. The reactants are: C(OC(=O)[NH:7][C@H:8]([C:24](C1C=CC=CC=1)(C1C=CC=CC=1)[O:25][SiH2:26][C:27]([CH3:30])([CH3:29])[CH3:28])[CH2:9][CH2:10][N:11]1[CH2:14][CH:13]([C:15](=[O:23])[C:16]2[CH:21]=[CH:20][C:19]([F:22])=[CH:18][CH:17]=2)[CH2:12]1)(C)(C)C.F[C:45](F)(F)[C:46](O)=O. (2) Given the product [Br:10][C:11]1[CH:12]=[C:13]([S:18]([NH:1][C:2]2[CH:3]=[N:4][CH:5]=[C:6]([Cl:9])[C:7]=2[OH:8])(=[O:20])=[O:19])[CH:14]=[N:15][C:16]=1[N:4]1[CH2:5][CH2:6][CH2:7][CH2:2][CH2:3]1, predict the reactants needed to synthesize it. The reactants are: [NH2:1][C:2]1[CH:3]=[N:4][CH:5]=[C:6]([Cl:9])[C:7]=1[OH:8].[Br:10][C:11]1[CH:12]=[C:13]([S:18](Cl)(=[O:20])=[O:19])[CH:14]=[N:15][C:16]=1Cl. (3) Given the product [Br:1][C:2]1[CH:3]=[C:4]([C@H:5]([NH:6][S@:7]([C:9]([CH3:12])([CH3:11])[CH3:10])=[O:8])[CH:20]=[CH2:21])[CH:13]=[C:14]([C:16]([F:19])([F:17])[F:18])[CH:15]=1, predict the reactants needed to synthesize it. The reactants are: [Br:1][C:2]1[CH:3]=[C:4]([CH:13]=[C:14]([C:16]([F:19])([F:18])[F:17])[CH:15]=1)[CH:5]=[N:6][S@:7]([C:9]([CH3:12])([CH3:11])[CH3:10])=[O:8].[CH:20]([Mg]Br)=[CH2:21].[NH4+].[Cl-]. (4) The reactants are: CS(O)(=O)=O.[C:6]([C:10]1[C:15]2[CH2:16][CH:17]([CH2:19][CH2:20][CH2:21][CH2:22][CH2:23][CH2:24][CH2:25][CH3:26])[O:18][C:14]=2[CH:13]=[CH:12][C:11]=1[OH:27])([CH3:9])([CH3:8])[CH3:7]. Given the product [C:6]([C:10]1[C:15]2[CH2:16][CH:17]([CH2:19][CH2:20][CH2:21][CH2:22][CH2:23][CH2:24][CH2:25][CH3:26])[O:18][C:14]=2[C:13]([C:6]([CH3:9])([CH3:8])[CH3:7])=[CH:12][C:11]=1[OH:27])([CH3:9])([CH3:8])[CH3:7], predict the reactants needed to synthesize it. (5) Given the product [O:1]=[C:2]1[C:10]2[C:5](=[CH:6][CH:7]=[CH:8][CH:9]=2)[C:4](=[O:11])[N:3]1[CH2:12][CH2:13][CH2:14][CH2:15][C:16]1[CH:33]=[CH:32][C:19]2[N:20]([CH2:30][CH3:31])[C:21](=[O:29])[C:22]([CH3:28])([CH3:27])[C:23](=[O:26])[N:24]([CH3:25])[C:18]=2[CH:17]=1, predict the reactants needed to synthesize it. The reactants are: [O:1]=[C:2]1[C:10]2[C:5](=[CH:6][CH:7]=[CH:8][CH:9]=2)[C:4](=[O:11])[N:3]1[CH2:12][CH2:13][C:14]#[C:15][C:16]1[CH:33]=[CH:32][C:19]2[N:20]([CH2:30][CH3:31])[C:21](=[O:29])[C:22]([CH3:28])([CH3:27])[C:23](=[O:26])[N:24]([CH3:25])[C:18]=2[CH:17]=1. (6) Given the product [F:35][C:11]1[CH:12]=[C:13]([O:17][C@H:18]2[CH2:23][CH2:22][CH2:21][CH2:20][C@@H:19]2[C:24]2[CH:25]=[N:26][NH:27][CH:28]=2)[CH:14]=[C:15]([F:16])[C:10]=1[S:7]([NH:6][C:36]1[CH:41]=[CH:40][N:39]=[CH:38][N:37]=1)(=[O:8])=[O:9], predict the reactants needed to synthesize it. The reactants are: COC1C=C(OC)C=CC=1C[N:6]([C:36]1[CH:41]=[CH:40][N:39]=[CH:38][N:37]=1)[S:7]([C:10]1[C:15]([F:16])=[CH:14][C:13]([O:17][C@H:18]2[CH2:23][CH2:22][CH2:21][CH2:20][C@@H:19]2[C:24]2[CH:25]=[N:26][N:27](C3CCCCO3)[CH:28]=2)=[CH:12][C:11]=1[F:35])(=[O:9])=[O:8].C([SiH](CC)CC)C.CO. (7) Given the product [C:13]([C:15]1[CH:16]=[C:17]([CH:21]=[CH:22][CH:23]=1)[C:18]([NH:9][C:8]1[CH:10]=[CH:11][CH:12]=[C:6]([C:5]2[NH:1][N:2]=[N:3][N:4]=2)[CH:7]=1)=[O:19])#[N:14], predict the reactants needed to synthesize it. The reactants are: [NH:1]1[C:5]([C:6]2[CH:7]=[C:8]([CH:10]=[CH:11][CH:12]=2)[NH2:9])=[N:4][N:3]=[N:2]1.[C:13]([C:15]1[CH:16]=[C:17]([CH:21]=[CH:22][CH:23]=1)[C:18](O)=[O:19])#[N:14]. (8) Given the product [NH2:29][C:26]1[N:25]=[CH:24][C:23]([C:12]2[N:13]=[C:14]([N:17]3[CH2:22][CH2:21][O:20][CH2:19][CH2:18]3)[C:15]3[S:16][C:8]([C:6]4[CH:5]=[CH:4][N:3]=[C:2]([NH:34][CH2:33][CH2:32][N:31]([CH3:35])[CH3:30])[CH:7]=4)=[CH:9][C:10]=3[N:11]=2)=[CH:28][N:27]=1, predict the reactants needed to synthesize it. The reactants are: F[C:2]1[CH:7]=[C:6]([C:8]2[S:16][C:15]3[C:14]([N:17]4[CH2:22][CH2:21][O:20][CH2:19][CH2:18]4)=[N:13][C:12]([C:23]4[CH:24]=[N:25][C:26]([NH2:29])=[N:27][CH:28]=4)=[N:11][C:10]=3[CH:9]=2)[CH:5]=[CH:4][N:3]=1.[CH3:30][N:31]([CH3:35])[CH2:32][CH2:33][NH2:34].